From a dataset of Catalyst prediction with 721,799 reactions and 888 catalyst types from USPTO. Predict which catalyst facilitates the given reaction. (1) Reactant: [Br:1][C:2]1[CH:9]=[CH:8][C:5]([CH:6]=[O:7])=[C:4](F)[CH:3]=1.C([O-])([O-])=O.[K+].[K+].[OH:17][C:18]1[CH:19]=[N:20][CH:21]=[CH:22][CH:23]=1.O. Product: [Br:1][C:2]1[CH:9]=[CH:8][C:5]([CH:6]=[O:7])=[C:4]([O:17][C:18]2[CH:19]=[N:20][CH:21]=[CH:22][CH:23]=2)[CH:3]=1. The catalyst class is: 3. (2) Reactant: Cl[C:2]1[N:7]=[CH:6][C:5]([S:8]([NH:11][C:12]2[S:13][CH:14]=[CH:15][N:16]=2)(=[O:10])=[O:9])=[CH:4][CH:3]=1.[NH:17]1[CH2:22][CH2:21][NH:20][CH2:19][CH2:18]1. Product: [N:17]1([C:2]2[N:7]=[CH:6][C:5]([S:8]([NH:11][C:12]3[S:13][CH:14]=[CH:15][N:16]=3)(=[O:10])=[O:9])=[CH:4][CH:3]=2)[CH2:22][CH2:21][NH:20][CH2:19][CH2:18]1. The catalyst class is: 3.